This data is from Catalyst prediction with 721,799 reactions and 888 catalyst types from USPTO. The task is: Predict which catalyst facilitates the given reaction. (1) The catalyst class is: 12. Reactant: [ClH:1].[C:2]12([CH2:12][CH2:13][N:14]([CH2:27][CH2:28][C:29]([O:31]C(C)(C)C)=O)[C:15]([NH:17][CH2:18][CH2:19][CH2:20][C:21]3[CH:26]=[CH:25][N:24]=[CH:23][CH:22]=3)=[O:16])[CH2:11][CH:6]3[CH2:7][CH:8]([CH2:10][CH:4]([CH2:5]3)[CH2:3]1)[CH2:9]2.C(OCC)(=O)C. Product: [ClH:1].[C:2]12([CH2:12][CH2:13][N:14]3[CH2:27][CH2:28][C:29](=[O:31])[N:17]([CH2:18][CH2:19][CH2:20][C:21]4[CH:26]=[CH:25][N:24]=[CH:23][CH:22]=4)[C:15]3=[O:16])[CH2:9][CH:8]3[CH2:7][CH:6]([CH2:5][CH:4]([CH2:10]3)[CH2:3]1)[CH2:11]2. (2) Reactant: [Cl:1][C:2]1[CH:3]=[C:4]([C@@H:9]2[CH2:13][N:12]([C:14]([O:16][C:17]([CH3:20])([CH3:19])[CH3:18])=[O:15])[CH2:11][C@H:10]2[C:21]([O:23]C)=[O:22])[CH:5]=[CH:6][C:7]=1[Cl:8].[Li+].[OH-].Cl. Product: [C:17]([O:16][C:14]([N:12]1[CH2:13][C@@H:9]([C:4]2[CH:5]=[CH:6][C:7]([Cl:8])=[C:2]([Cl:1])[CH:3]=2)[C@H:10]([C:21]([OH:23])=[O:22])[CH2:11]1)=[O:15])([CH3:20])([CH3:18])[CH3:19]. The catalyst class is: 5. (3) The catalyst class is: 3. Product: [O:11]1[C:15]2[CH:16]=[CH:17][CH:18]=[CH:19][C:14]=2[CH:13]=[C:12]1[C:20]1[N:24]2[N:25]=[C:26]([O:8][C@H:6]3[CH2:7][C@H:4]([CH2:3][NH2:2])[CH2:5]3)[CH:27]=[CH:28][C:23]2=[N:22][CH:21]=1. Reactant: Cl.[NH2:2][CH2:3][C@H:4]1[CH2:7][C@H:6]([OH:8])[CH2:5]1.[H-].[Na+].[O:11]1[C:15]2[CH:16]=[CH:17][CH:18]=[CH:19][C:14]=2[CH:13]=[C:12]1[C:20]1[N:24]2[N:25]=[C:26](Cl)[CH:27]=[CH:28][C:23]2=[N:22][CH:21]=1. (4) Reactant: [C:1]([C:3]1[CH:4]=[CH:5][C:6]2[NH:12][C:11](=[O:13])[C@@H:10]([NH:14][C:15](=[O:27])[C@@H:16]([N:18]([CH3:26])[C:19](=[O:25])[O:20][C:21]([CH3:24])([CH3:23])[CH3:22])[CH3:17])[C@H:9]([CH3:28])[N:8]([C:29](=[O:35])[CH2:30][S:31]([CH3:34])(=[O:33])=[O:32])[C:7]=2[CH:36]=1)#[N:2].Cl[CH2:38][C:39]1[C:48]2[C:43](=[CH:44][CH:45]=[CH:46][CH:47]=2)[CH:42]=[CH:41][C:40]=1[O:49][CH3:50].C(=O)([O-])[O-].[Cs+].[Cs+].[I-].[Na+]. Product: [C:1]([C:3]1[CH:4]=[CH:5][C:6]2[N:12]([CH2:38][C:39]3[C:48]4[C:43](=[CH:44][CH:45]=[CH:46][CH:47]=4)[CH:42]=[CH:41][C:40]=3[O:49][CH3:50])[C:11](=[O:13])[C@@H:10]([NH:14][C:15](=[O:27])[C@@H:16]([N:18]([CH3:26])[C:19](=[O:25])[O:20][C:21]([CH3:24])([CH3:22])[CH3:23])[CH3:17])[C@H:9]([CH3:28])[N:8]([C:29](=[O:35])[CH2:30][S:31]([CH3:34])(=[O:32])=[O:33])[C:7]=2[CH:36]=1)#[N:2]. The catalyst class is: 31. (5) Reactant: Br[CH2:2][CH2:3][CH2:4][N:5]1[CH2:9][CH2:8][N:7]([CH2:10][CH2:11][OH:12])[C:6]1=[C:13]([C:16]#[N:17])[C:14]#[N:15].[CH3:18][C@@H:19]1[CH2:23][CH2:22][CH2:21][NH:20]1.[OH-].[Na+].C(=O)([O-])[O-].[K+].[K+]. Product: [OH:12][CH2:11][CH2:10][N:7]1[CH2:8][CH2:9][N:5]([CH2:4][CH2:3][CH2:2][N:20]2[CH2:21][CH2:22][CH2:23][C@H:19]2[CH3:18])[C:6]1=[C:13]([C:16]#[N:17])[C:14]#[N:15]. The catalyst class is: 12. (6) Reactant: [Cl:1][C:2]1[CH:7]=[CH:6][C:5]([C:8]2[N:9]([CH:22]3[CH2:24][CH2:23]3)[C:10](=[O:21])[N:11]([S:13]([C:16]3[NH:20][N:19]=[CH:18][N:17]=3)(=[O:15])=[O:14])[N:12]=2)=[CH:4][CH:3]=1.C(N(CC)C(C)C)(C)C.[F:34][C:35]([F:45])([F:44])[C:36]1[CH:43]=[CH:42][CH:41]=[CH:40][C:37]=1[CH2:38]Br. Product: [Cl:1][C:2]1[CH:3]=[CH:4][C:5]([C:8]2[N:9]([CH:22]3[CH2:24][CH2:23]3)[C:10](=[O:21])[N:11]([S:13]([C:16]3[N:20]([CH2:38][C:37]4[CH:40]=[CH:41][CH:42]=[CH:43][C:36]=4[C:35]([F:34])([F:44])[F:45])[N:19]=[CH:18][N:17]=3)(=[O:15])=[O:14])[N:12]=2)=[CH:6][CH:7]=1. The catalyst class is: 4.